This data is from Reaction yield outcomes from USPTO patents with 853,638 reactions. The task is: Predict the reaction yield, written as a fraction of the theoretical maximum amount of product (1.0 means a 100% yield; for example, 0.34 means a 34% yield). (1) The reactants are [OH:1][C:2]1[CH:7]=[CH:6][C:5]([NH:8][C:9](=[O:11])[CH3:10])=[CH:4][C:3]=1[C:12]1[N:13]([CH3:17])[N:14]=[CH:15][CH:16]=1.C1(P(C2C=CC=CC=2)C2C=CC=CC=2)C=CC=CC=1.[CH3:37][N:38]([CH3:42])[CH2:39][CH2:40]O.N(C(OC(C)C)=O)=NC(OC(C)C)=O. The catalyst is C1COCC1. The product is [CH3:37][N:38]([CH3:42])[CH2:39][CH2:40][O:1][C:2]1[CH:7]=[CH:6][C:5]([NH:8][C:9](=[O:11])[CH3:10])=[CH:4][C:3]=1[C:12]1[N:13]([CH3:17])[N:14]=[CH:15][CH:16]=1. The yield is 0.512. (2) The reactants are [C:1]1([C:7]2([C:20]3[CH:21]=[C:22](B(O)O)[CH:23]=[CH:24][CH:25]=3)[C:19]3[CH:18]=[CH:17][CH:16]=[CH:15][C:14]=3[C:13]3[C:8]2=[CH:9][CH:10]=[CH:11][CH:12]=3)[CH:6]=[CH:5][CH:4]=[CH:3][CH:2]=1.[Br:29][C:30]1[CH:35]=[CH:34][CH:33]=[C:32](I)[CH:31]=1.C(=O)([O-])[O-].[K+].[K+]. The catalyst is C([O-])(=O)C.[Pd+2].C([O-])(=O)C.CC1C=CC=CC=1P(C1C=CC=CC=1C)C1C=CC=CC=1C.O.C1(C)C=CC=CC=1.C(O)C. The product is [Br:29][C:30]1[CH:31]=[C:32]([C:22]2[CH:21]=[C:20]([C:7]3([C:1]4[CH:6]=[CH:5][CH:4]=[CH:3][CH:2]=4)[C:8]4[CH:9]=[CH:10][CH:11]=[CH:12][C:13]=4[C:14]4[C:19]3=[CH:18][CH:17]=[CH:16][CH:15]=4)[CH:25]=[CH:24][CH:23]=2)[CH:33]=[CH:34][CH:35]=1. The yield is 0.800. (3) The reactants are [F:1][C:2]1[CH:3]=[C:4]([NH:9][C:10]2[CH:15]=[CH:14][CH:13]=[CH:12][CH:11]=2)[C:5]([NH2:8])=[CH:6][CH:7]=1.[C:16]([O:20][C:21]([NH:23][C@@H:24]([CH2:28][O:29][CH3:30])[C:25](O)=[O:26])=[O:22])([CH3:19])([CH3:18])[CH3:17].C1C=NC2N(O)N=NC=2C=1.CN1CCOCC1.Cl.CN(C)CCCN=C=NCC. The catalyst is C(Cl)Cl. The product is [C:16]([O:20][C:21](=[O:22])[NH:23][C@H:24]([C:25](=[O:26])[NH:8][C:5]1[CH:6]=[CH:7][C:2]([F:1])=[CH:3][C:4]=1[NH:9][C:10]1[CH:15]=[CH:14][CH:13]=[CH:12][CH:11]=1)[CH2:28][O:29][CH3:30])([CH3:19])([CH3:17])[CH3:18]. The yield is 0.740. (4) The reactants are CC([O-])(C)C.[K+].[N:7]1[C:15]2[C:10](=[N:11][CH:12]=[CH:13][CH:14]=2)[S:9][C:8]=1[NH:16][C:17]1[C:22]([S:23][CH2:24][CH2:25][C:26](OC)=O)=[CH:21][CH:20]=[CH:19][N:18]=1.FC1C=C[C:34]([C:35]#[N:36])=[CH:33][CH:32]=1.C(OCC)(=O)C. The catalyst is CS(C)=O. The product is [N:7]1[C:15]2[C:10](=[N:11][CH:12]=[CH:13][CH:14]=2)[S:9][C:8]=1[NH:16][C:17]1[C:22]([S:23][C:24]2[CH:32]=[CH:33][C:34]([C:35]#[N:36])=[CH:26][CH:25]=2)=[CH:21][CH:20]=[CH:19][N:18]=1. The yield is 0.330. (5) The reactants are [C:1]([C:4]1[CH:5]=[C:6]2[C:11](=[CH:12][C:13]=1[O:14][CH3:15])[N:10]=[CH:9][CH:8]=[C:7]2Cl)(=[O:3])[NH2:2].[F:17][C:18]1[CH:23]=[C:22]([OH:24])[CH:21]=[CH:20][C:19]=1[N:25]([CH3:36])[C:26]([NH:28][C:29]1[CH:34]=[CH:33][C:32]([F:35])=[CH:31][CH:30]=1)=[O:27].[H-].[Na+].O. The catalyst is CS(C)=O. The product is [C:1]([C:4]1[CH:5]=[C:6]2[C:11](=[CH:12][C:13]=1[O:14][CH3:15])[N:10]=[CH:9][CH:8]=[C:7]2[O:24][C:22]1[CH:21]=[CH:20][C:19]([N:25]([CH3:36])[C:26]([NH:28][C:29]2[CH:34]=[CH:33][C:32]([F:35])=[CH:31][CH:30]=2)=[O:27])=[C:18]([F:17])[CH:23]=1)(=[O:3])[NH2:2]. The yield is 0.551.